This data is from Merck oncology drug combination screen with 23,052 pairs across 39 cell lines. The task is: Regression. Given two drug SMILES strings and cell line genomic features, predict the synergy score measuring deviation from expected non-interaction effect. (1) Drug 1: O=c1[nH]cc(F)c(=O)[nH]1. Drug 2: Cn1c(=O)n(-c2ccc(C(C)(C)C#N)cc2)c2c3cc(-c4cnc5ccccc5c4)ccc3ncc21. Cell line: HT29. Synergy scores: synergy=11.9. (2) Drug 1: CC(C)CC(NC(=O)C(Cc1ccccc1)NC(=O)c1cnccn1)B(O)O. Drug 2: Cn1c(=O)n(-c2ccc(C(C)(C)C#N)cc2)c2c3cc(-c4cnc5ccccc5c4)ccc3ncc21. Cell line: RPMI7951. Synergy scores: synergy=1.73. (3) Drug 1: CCC1=CC2CN(C1)Cc1c([nH]c3ccccc13)C(C(=O)OC)(c1cc3c(cc1OC)N(C)C1C(O)(C(=O)OC)C(OC(C)=O)C4(CC)C=CCN5CCC31C54)C2. Drug 2: C#Cc1cccc(Nc2ncnc3cc(OCCOC)c(OCCOC)cc23)c1. Cell line: A427. Synergy scores: synergy=-6.93. (4) Drug 1: CCC1=CC2CN(C1)Cc1c([nH]c3ccccc13)C(C(=O)OC)(c1cc3c(cc1OC)N(C)C1C(O)(C(=O)OC)C(OC(C)=O)C4(CC)C=CCN5CCC31C54)C2. Drug 2: O=C(CCCCCCC(=O)Nc1ccccc1)NO. Cell line: HT29. Synergy scores: synergy=-3.10. (5) Synergy scores: synergy=7.00. Drug 1: O=S1(=O)NC2(CN1CC(F)(F)F)C1CCC2Cc2cc(C=CCN3CCC(C(F)(F)F)CC3)ccc2C1. Cell line: ES2. Drug 2: CC(C)CC(NC(=O)C(Cc1ccccc1)NC(=O)c1cnccn1)B(O)O. (6) Drug 1: CN1C(=O)C=CC2(C)C3CCC4(C)C(NC(=O)OCC(F)(F)F)CCC4C3CCC12. Drug 2: O=C(O)C1(Cc2cccc(Nc3nccs3)n2)CCC(Oc2cccc(Cl)c2F)CC1. Cell line: SW837. Synergy scores: synergy=-5.48.